Dataset: Full USPTO retrosynthesis dataset with 1.9M reactions from patents (1976-2016). Task: Predict the reactants needed to synthesize the given product. (1) Given the product [F:1][C:2]1[CH:3]=[C:4]([NH:24][C:25]([C:27]2[CH:46]=[N:45][N:44]([C:38]3[CH:43]=[CH:42][CH:41]=[CH:40][CH:39]=3)[C:48]=2[C:49]([F:52])([F:51])[F:50])=[O:26])[CH:5]=[CH:6][C:7]=1[O:8][C:9]1[CH:14]=[CH:13][N:12]=[C:11]2[CH:15]=[C:16]([C:18]3[N:19]([CH3:23])[CH:20]=[CH:21][N:22]=3)[S:17][C:10]=12, predict the reactants needed to synthesize it. The reactants are: [F:1][C:2]1[CH:3]=[C:4]([NH:24][C:25]([C:27]2SC(C3C=CC=CC=3)=CN=2)=[O:26])[CH:5]=[CH:6][C:7]=1[O:8][C:9]1[CH:14]=[CH:13][N:12]=[C:11]2[CH:15]=[C:16]([C:18]3[N:19]([CH3:23])[CH:20]=[CH:21][N:22]=3)[S:17][C:10]=12.[C:38]1([N:44]2[C:48]([C:49]([F:52])([F:51])[F:50])=C(C(O)=O)[CH:46]=[N:45]2)[CH:43]=[CH:42][CH:41]=[CH:40][CH:39]=1. (2) Given the product [NH2:1][C:2]1([C:30]([NH2:31])=[O:32])[CH2:7][CH2:6][N:5]([S:8](/[CH:11]=[CH:12]/[C:13]2[C:14]([CH3:29])=[CH:15][C:16]([N:20]3[C:24]([CH3:26])([CH3:25])[C:23](=[O:27])[NH:22][C:21]3=[O:28])=[CH:17][C:18]=2[CH3:19])(=[O:9])=[O:10])[CH2:4][CH2:3]1, predict the reactants needed to synthesize it. The reactants are: [NH2:1][C:2]1([C:30]#[N:31])[CH2:7][CH2:6][N:5]([S:8](/[CH:11]=[CH:12]/[C:13]2[C:18]([CH3:19])=[CH:17][C:16]([N:20]3[C:24]([CH3:26])([CH3:25])[C:23](=[O:27])[NH:22][C:21]3=[O:28])=[CH:15][C:14]=2[CH3:29])(=[O:10])=[O:9])[CH2:4][CH2:3]1.[OH-:32].[Na+].OO.[Cl-].[NH4+]. (3) Given the product [C:17]1([CH:15]([C:12]2[S:13][CH:14]=[C:10]([C:7]3[CH:6]=[CH:5][C:4]([NH2:1])=[CH:9][CH:8]=3)[N:11]=2)[CH3:16])[CH:18]=[CH:19][CH:20]=[CH:21][CH:22]=1, predict the reactants needed to synthesize it. The reactants are: [N+:1]([C:4]1[CH:9]=[CH:8][C:7]([C:10]2[N:11]=[C:12]([CH:15]([C:17]3[CH:22]=[CH:21][CH:20]=[CH:19][CH:18]=3)[CH3:16])[S:13][CH:14]=2)=[CH:6][CH:5]=1)([O-])=O. (4) The reactants are: [CH3:1][N:2]1[CH2:7][CH2:6][N:5]([CH2:8][CH2:9][CH2:10][OH:11])[CH2:4][CH2:3]1.[H-].[Na+].F[C:15]1[CH:24]=[C:23]2[C:18]([C:19](=[O:25])[NH:20][CH:21]=[N:22]2)=[CH:17][CH:16]=1. Given the product [CH3:1][N:2]1[CH2:7][CH2:6][N:5]([CH2:8][CH2:9][CH2:10][O:11][C:15]2[CH:24]=[C:23]3[C:18]([C:19](=[O:25])[NH:20][CH:21]=[N:22]3)=[CH:17][CH:16]=2)[CH2:4][CH2:3]1, predict the reactants needed to synthesize it. (5) Given the product [CH:35]1([CH2:34][NH:1][CH:2]2[CH2:3][CH2:4][CH:5]([NH:8][C:9]3[CH:16]=[C:15]([N:17]4[C:25]5[CH2:24][C:23]([CH3:27])([CH3:26])[CH2:22][C:21](=[O:28])[C:20]=5[C:19]([C:29]([F:31])([F:32])[F:30])=[N:18]4)[CH:14]=[CH:13][C:10]=3[C:11]#[N:12])[CH2:6][CH2:7]2)[CH2:37][CH2:36]1, predict the reactants needed to synthesize it. The reactants are: [NH2:1][CH:2]1[CH2:7][CH2:6][CH:5]([NH:8][C:9]2[CH:16]=[C:15]([N:17]3[C:25]4[CH2:24][C:23]([CH3:27])([CH3:26])[CH2:22][C:21](=[O:28])[C:20]=4[C:19]([C:29]([F:32])([F:31])[F:30])=[N:18]3)[CH:14]=[CH:13][C:10]=2[C:11]#[N:12])[CH2:4][CH2:3]1.Br[CH2:34][CH:35]1[CH2:37][CH2:36]1.CCN(C(C)C)C(C)C.[NH4+].[Cl-]. (6) The reactants are: C(OC([N:8]1[CH2:13][CH2:12][N:11](C(OC(C)(C)C)=O)[CH2:10][CH:9]1[C:21]([NH:23][NH:24][C:25]1[CH:30]=[CH:29][C:28]([F:31])=[CH:27][N:26]=1)=O)=O)(C)(C)C.CCN(CC)CC.C1C=CC(P(C2C=CC=CC=2)C2C=CC=CC=2)=CC=1.ClC(Cl)(Cl)C(Cl)(Cl)Cl.C1(P(=O)(C2C=CC=CC=2)C2C=CC=CC=2)C=CC=CC=1.Cl. Given the product [F:31][C:28]1[CH:29]=[CH:30][C:25]2[N:26]([C:21]([CH:9]3[CH2:10][NH:11][CH2:12][CH2:13][NH:8]3)=[N:23][N:24]=2)[CH:27]=1, predict the reactants needed to synthesize it.